Dataset: Catalyst prediction with 721,799 reactions and 888 catalyst types from USPTO. Task: Predict which catalyst facilitates the given reaction. (1) Reactant: [Cl:1][C:2]1[CH:7]=[CH:6][C:5]([C:8]([C:16]2[C:24]3[C:19](=[C:20]([CH2:25][S:26][CH3:27])[CH:21]=[CH:22][CH:23]=3)[NH:18][CH:17]=2)([CH3:15])[CH2:9][C:10](OCC)=[O:11])=[CH:4][CH:3]=1.[H-].C([Al+]CC(C)C)C(C)C.O. Product: [Cl:1][C:2]1[CH:3]=[CH:4][C:5]([C:8]([C:16]2[C:24]3[C:19](=[C:20]([CH2:25][S:26][CH3:27])[CH:21]=[CH:22][CH:23]=3)[NH:18][CH:17]=2)([CH3:15])[CH2:9][CH2:10][OH:11])=[CH:6][CH:7]=1. The catalyst class is: 217. (2) Reactant: [CH:1]([Mg]Cl)([CH3:3])C.[Cl:6][C:7]1[C:26](I)=[CH:25][C:10]([C:11]([NH:13][C:14]2[CH:19]=[CH:18][C:17]([O:20][C:21]([F:24])([F:23])[F:22])=[CH:16][CH:15]=2)=[O:12])=[CH:9][N:8]=1.C[N:29]([CH:31]=O)C.[NH4+:33].[Cl-].C(C=O)=O.O.N. Product: [Cl:6][C:7]1[C:26]([C:31]2[NH:29][CH:1]=[CH:3][N:33]=2)=[CH:25][C:10]([C:11]([NH:13][C:14]2[CH:19]=[CH:18][C:17]([O:20][C:21]([F:24])([F:23])[F:22])=[CH:16][CH:15]=2)=[O:12])=[CH:9][N:8]=1. The catalyst class is: 1. (3) Reactant: [CH2:1]([O:3][C@H:4]([C:17]([O:19][CH2:20][CH3:21])=[O:18])[CH2:5][C:6]1[CH:16]=[CH:15][C:9]([O:10][CH2:11][C:12]([OH:14])=O)=[CH:8][CH:7]=1)[CH3:2].[CH2:22]([NH:29][CH2:30][CH3:31])[C:23]1[CH:28]=[CH:27][CH:26]=[CH:25][CH:24]=1.C(N(CC)C(C)C)(C)C.F[B-](F)(F)F.N1(OC(N(C)C)=[N+](C)C)C2C=CC=CC=2N=N1. The catalyst class is: 2. Product: [CH2:22]([N:29]([CH2:30][CH3:31])[C:12](=[O:14])[CH2:11][O:10][C:9]1[CH:8]=[CH:7][C:6]([CH2:5][C@H:4]([O:3][CH2:1][CH3:2])[C:17]([O:19][CH2:20][CH3:21])=[O:18])=[CH:16][CH:15]=1)[C:23]1[CH:28]=[CH:27][CH:26]=[CH:25][CH:24]=1. (4) Reactant: [F:1][C:2]1[CH:17]=[C:16]([N+:18]([O-])=O)[CH:15]=[CH:14][C:3]=1[O:4][C:5]1[CH:10]=[CH:9][N:8]=[C:7]2[CH:11]=[CH:12][S:13][C:6]=12.Cl.C([O-])(O)=O.[Na+]. Product: [F:1][C:2]1[CH:17]=[C:16]([NH2:18])[CH:15]=[CH:14][C:3]=1[O:4][C:5]1[CH:10]=[CH:9][N:8]=[C:7]2[CH:11]=[CH:12][S:13][C:6]=12. The catalyst class is: 415. (5) The catalyst class is: 1. Reactant: [Cl:1][C:2]1[CH:3]=[CH:4][C:5]([CH3:13])=[C:6]([CH:12]=1)[C:7]([N:9]([CH3:11])C)=[O:8].[CH2:14]1[N:19]([C:20]2[C:25](C#N)=[CH:24][CH:23]=[CH:22][CH:21]=2)[CH2:18][CH2:17][O:16][CH2:15]1.[Cl-].[NH4+]. Product: [Cl:1][C:2]1[CH:12]=[C:6]2[C:5]([CH:13]=[C:11]([C:21]3[CH:22]=[CH:23][CH:24]=[CH:25][C:20]=3[N:19]3[CH2:18][CH2:17][O:16][CH2:15][CH2:14]3)[NH:9][C:7]2=[O:8])=[CH:4][CH:3]=1. (6) Reactant: CN1C=CN=C1.[OH:7][CH2:8][CH:9]1[CH2:13][O:12][C:11](=[O:14])[NH:10]1.[C:15]1([CH3:25])[CH:20]=[CH:19][C:18]([S:21](Cl)(=[O:23])=[O:22])=[CH:17][CH:16]=1. Product: [CH3:25][C:15]1[CH:20]=[CH:19][C:18]([S:21]([O:7][CH2:8][CH:9]2[CH2:13][O:12][C:11](=[O:14])[NH:10]2)(=[O:23])=[O:22])=[CH:17][CH:16]=1. The catalyst class is: 4.